This data is from Full USPTO retrosynthesis dataset with 1.9M reactions from patents (1976-2016). The task is: Predict the reactants needed to synthesize the given product. Given the product [Br:13][C:14]1[C:15]([C:19]([OH:21])=[O:20])=[C:16]([CH:36]=[O:37])[S:17][CH:18]=1, predict the reactants needed to synthesize it. The reactants are: N(C(C)C)C(C)C.[Li]CCCC.[Br:13][C:14]1[C:15]([C:19]([OH:21])=[O:20])=[CH:16][S:17][CH:18]=1.CN(P(N(C)C)(N(C)C)=O)C.CN([CH:36]=[O:37])C.